From a dataset of Forward reaction prediction with 1.9M reactions from USPTO patents (1976-2016). Predict the product of the given reaction. (1) Given the reactants [F:1][C:2]1[CH:7]=[CH:6][CH:5]=[CH:4][C:3]=1[N:8]1[C:12]([C:13]2[CH:18]=[CH:17][N:16]=[CH:15][CH:14]=2)=[C:11]([C:19]2[O:23][N:22]=[C:21]([C:24]3[CH:31]=[CH:30][C:27]([CH:28]=O)=[CH:26][CH:25]=3)[N:20]=2)[N:10]=[N:9]1.[NH2:32][CH:33]1[CH2:38][CH2:37][CH:36]([C:39]([OH:41])=[O:40])[CH2:35][CH2:34]1, predict the reaction product. The product is: [F:1][C:2]1[CH:7]=[CH:6][CH:5]=[CH:4][C:3]=1[N:8]1[C:12]([C:13]2[CH:14]=[CH:15][N:16]=[CH:17][CH:18]=2)=[C:11]([C:19]2[O:23][N:22]=[C:21]([C:24]3[CH:25]=[CH:26][C:27]([CH2:28][NH:32][C@H:33]4[CH2:38][CH2:37][C@H:36]([C:39]([OH:41])=[O:40])[CH2:35][CH2:34]4)=[CH:30][CH:31]=3)[N:20]=2)[N:10]=[N:9]1. (2) Given the reactants [CH2:1]([O:8][C:9]([N:11]1[C@H:16]([C:17](=[O:30])[NH:18][C@H:19](C=O)[CH2:20][C:21]([O:23][C:24]([CH3:27])([CH3:26])[CH3:25])=[O:22])[C@@H:15]2[CH2:31][C@H:12]1[CH2:13][CH2:14]2)=[O:10])[C:2]1[CH:7]=[CH:6][CH:5]=[CH:4][CH:3]=1.[CH:32]([O:39][CH2:40][CH3:41])([O:36][CH2:37][CH3:38])OCC.C(=O)(O)[O-].[Na+], predict the reaction product. The product is: [CH2:1]([O:8][C:9]([N:11]1[C@H:16]([C:17](=[O:30])[NH:18][C@@H:19]([CH2:20][C:21]([O:23][C:24]([CH3:25])([CH3:27])[CH3:26])=[O:22])[CH:32]([O:36][CH2:37][CH3:38])[O:39][CH2:40][CH3:41])[C@@H:15]2[CH2:31][C@H:12]1[CH2:13][CH2:14]2)=[O:10])[C:2]1[CH:3]=[CH:4][CH:5]=[CH:6][CH:7]=1. (3) Given the reactants [CH3:1][C:2]1[N:7]=[C:6]([C:8]([OH:10])=[O:9])[C:5]([N:11]2C=[CH:14][CH:13]=[N:12]2)=[CH:4][CH:3]=1.[N:16]1NN=CC=1, predict the reaction product. The product is: [CH3:1][C:2]1[N:7]=[C:6]([C:8]([OH:10])=[O:9])[C:5]([N:11]2[N:12]=[CH:13][CH:14]=[N:16]2)=[CH:4][CH:3]=1. (4) Given the reactants C([O:3][C:4]([CH:6]1[CH2:8][CH:7]1[C:9]1[NH:13][C:12]2[CH:14]=[CH:15][C:16]([C:18]([N:20]3[CH2:26][C:25]4([CH3:28])[CH2:27][CH:21]3[CH2:22][C:23]([CH3:30])([CH3:29])[CH2:24]4)=[O:19])=[CH:17][C:11]=2[N:10]=1)=[O:5])C.[OH-].[Na+], predict the reaction product. The product is: [CH3:28][C:25]12[CH2:27][CH:21]([N:20]([C:18]([C:16]3[CH:15]=[CH:14][C:12]4[NH:13][C:9]([CH:7]5[CH2:8][CH:6]5[C:4]([OH:5])=[O:3])=[N:10][C:11]=4[CH:17]=3)=[O:19])[CH2:26]1)[CH2:22][C:23]([CH3:30])([CH3:29])[CH2:24]2.